From a dataset of Catalyst prediction with 721,799 reactions and 888 catalyst types from USPTO. Predict which catalyst facilitates the given reaction. (1) Reactant: [Cl:1][C:2]1[C:3]([NH:15][CH2:16][C@H:17]2[CH2:22]CCC[N:18]2[C:23](=O)[CH3:24])=[N:4][C:5]([NH:8][C:9]2[CH:10]=[N:11][N:12]([CH3:14])[CH:13]=2)=[N:6][CH:7]=1.NC1C=NN(C[C:33]([NH:35][CH3:36])=[O:34])C=1.Cl.O1CCOCC1. Product: [Cl:1][C:2]1[C:3]([NH:15][CH2:16][C@H:17]2[CH2:22][CH2:24][CH2:23][NH:18]2)=[N:4][C:5]([NH:8][C:9]2[CH:10]=[N:11][N:12]([CH2:14][C:33]([NH:35][CH3:36])=[O:34])[CH:13]=2)=[N:6][CH:7]=1. The catalyst class is: 32. (2) Reactant: [N:1]1[CH:6]=[CH:5][CH:4]=[CH:3][C:2]=1[CH2:7][N:8]1[C:16]2[C:11](=[CH:12][C:13]([NH:17][C:18]3[C:27]4[C:22](=[CH:23][CH:24]=[CH:25][C:26]=4[O:28][C@H:29]([CH3:34])[C:30]([O:32]C)=[O:31])[N:21]=[CH:20][N:19]=3)=[CH:14][CH:15]=2)[CH:10]=[N:9]1.[OH-].[Na+]. Product: [N:1]1[CH:6]=[CH:5][CH:4]=[CH:3][C:2]=1[CH2:7][N:8]1[C:16]2[C:11](=[CH:12][C:13]([NH:17][C:18]3[C:27]4[C:22](=[CH:23][CH:24]=[CH:25][C:26]=4[O:28][C@H:29]([CH3:34])[C:30]([OH:32])=[O:31])[N:21]=[CH:20][N:19]=3)=[CH:14][CH:15]=2)[CH:10]=[N:9]1. The catalyst class is: 5. (3) Reactant: C([O:4][CH:5]1[C:9]([Cl:10])=[C:8]([CH3:11])[C:7](=[O:12])[N:6]1[C:13]1[CH:17]=[C:16]([C:18]([CH3:21])([CH3:20])[CH3:19])[N:15]([CH3:22])[N:14]=1)(=O)C.C(O)(=O)C.O. Product: [C:18]([C:16]1[N:15]([CH3:22])[N:14]=[C:13]([N:6]2[C:7](=[O:12])[C:8]([CH3:11])=[C:9]([Cl:10])[CH:5]2[OH:4])[CH:17]=1)([CH3:21])([CH3:19])[CH3:20]. The catalyst class is: 244. (4) The catalyst class is: 13. Reactant: [CH3:1][O:2][C:3]([C:5]1[C:13]2[C:8](=[CH:9][C:10]([Cl:14])=[CH:11][CH:12]=2)[NH:7][C:6]=1[CH3:15])=[O:4].[C:16](=O)([O-])[O-].[K+].[K+].IC.CN(C=O)C. Product: [CH3:1][O:2][C:3]([C:5]1[C:13]2[C:8](=[CH:9][C:10]([Cl:14])=[CH:11][CH:12]=2)[N:7]([CH3:16])[C:6]=1[CH3:15])=[O:4]. (5) Reactant: [CH:1]1([C:4]2[CH:8]=[C:7]([CH2:9][NH:10][C:11]([C:13]3[C:14](=[O:34])[N:15]([C:24]4[CH:29]=[CH:28][CH:27]=[C:26]([C:30]([F:33])([F:32])[F:31])[CH:25]=4)[C:16]([CH3:23])=[C:17]([C:19]#[C:20][CH2:21][OH:22])[CH:18]=3)=[O:12])[O:6][N:5]=2)[CH2:3][CH2:2]1.CC[O:37]C(C)=O. Product: [CH:1]1([C:4]2[CH:8]=[C:7]([CH2:9][NH:10][C:11]([C:13]3[C:14](=[O:34])[N:15]([C:24]4[CH:29]=[CH:28][CH:27]=[C:26]([C:30]([F:32])([F:33])[F:31])[CH:25]=4)[C:16]([CH3:23])=[C:17]([CH2:19][CH2:20][C:21]([OH:37])=[O:22])[CH:18]=3)=[O:12])[O:6][N:5]=2)[CH2:2][CH2:3]1. The catalyst class is: 50.